This data is from Forward reaction prediction with 1.9M reactions from USPTO patents (1976-2016). The task is: Predict the product of the given reaction. Given the reactants [NH2:1][C:2]1[CH:11]=[CH:10][C:9]([OH:12])=[CH:8][C:3]=1[C:4]([O:6][CH3:7])=[O:5].[CH3:13][C:14]([O:17][C:18](O[C:18]([O:17][C:14]([CH3:16])([CH3:15])[CH3:13])=[O:19])=[O:19])([CH3:16])[CH3:15], predict the reaction product. The product is: [C:14]([O:17][C:18]([NH:1][C:2]1[CH:11]=[CH:10][C:9]([OH:12])=[CH:8][C:3]=1[C:4]([O:6][CH3:7])=[O:5])=[O:19])([CH3:16])([CH3:15])[CH3:13].